The task is: Regression. Given two drug SMILES strings and cell line genomic features, predict the synergy score measuring deviation from expected non-interaction effect.. This data is from Merck oncology drug combination screen with 23,052 pairs across 39 cell lines. (1) Drug 1: O=C(NOCC(O)CO)c1ccc(F)c(F)c1Nc1ccc(I)cc1F. Drug 2: CC(C)CC(NC(=O)C(Cc1ccccc1)NC(=O)c1cnccn1)B(O)O. Cell line: A427. Synergy scores: synergy=3.17. (2) Drug 1: O=P1(N(CCCl)CCCl)NCCCO1. Drug 2: C#Cc1cccc(Nc2ncnc3cc(OCCOC)c(OCCOC)cc23)c1. Cell line: OV90. Synergy scores: synergy=-13.2. (3) Drug 1: N.N.O=C(O)C1(C(=O)O)CCC1.[Pt]. Drug 2: CS(=O)(=O)CCNCc1ccc(-c2ccc3ncnc(Nc4ccc(OCc5cccc(F)c5)c(Cl)c4)c3c2)o1. Cell line: NCIH460. Synergy scores: synergy=-21.7. (4) Drug 1: CCC1(O)CC2CN(CCc3c([nH]c4ccccc34)C(C(=O)OC)(c3cc4c(cc3OC)N(C)C3C(O)(C(=O)OC)C(OC(C)=O)C5(CC)C=CCN6CCC43C65)C2)C1. Drug 2: CCc1cnn2c(NCc3ccc[n+]([O-])c3)cc(N3CCCCC3CCO)nc12. Cell line: NCIH2122. Synergy scores: synergy=-37.8. (5) Drug 1: Nc1ccn(C2OC(CO)C(O)C2(F)F)c(=O)n1. Drug 2: CC(C)CC(NC(=O)C(Cc1ccccc1)NC(=O)c1cnccn1)B(O)O. Cell line: HCT116. Synergy scores: synergy=-9.60. (6) Drug 1: CS(=O)(=O)CCNCc1ccc(-c2ccc3ncnc(Nc4ccc(OCc5cccc(F)c5)c(Cl)c4)c3c2)o1. Drug 2: CCC1(O)C(=O)OCc2c1cc1n(c2=O)Cc2cc3c(CN(C)C)c(O)ccc3nc2-1. Cell line: DLD1. Synergy scores: synergy=15.3. (7) Drug 1: CC1(c2nc3c(C(N)=O)cccc3[nH]2)CCCN1. Drug 2: CNC(=O)c1cc(Oc2ccc(NC(=O)Nc3ccc(Cl)c(C(F)(F)F)c3)cc2)ccn1. Cell line: OCUBM. Synergy scores: synergy=18.5. (8) Drug 1: CC(C)CC(NC(=O)C(Cc1ccccc1)NC(=O)c1cnccn1)B(O)O. Drug 2: CC1(c2nc3c(C(N)=O)cccc3[nH]2)CCCN1. Cell line: UACC62. Synergy scores: synergy=-7.51. (9) Drug 1: O=C(CCCCCCC(=O)Nc1ccccc1)NO. Drug 2: Cn1cc(-c2cnn3c(N)c(Br)c(C4CCCNC4)nc23)cn1. Cell line: HT144. Synergy scores: synergy=21.5. (10) Drug 1: CN(Cc1cnc2nc(N)nc(N)c2n1)c1ccc(C(=O)NC(CCC(=O)O)C(=O)O)cc1. Drug 2: O=C(O)C1(Cc2cccc(Nc3nccs3)n2)CCC(Oc2cccc(Cl)c2F)CC1. Cell line: PA1. Synergy scores: synergy=-29.2.